From a dataset of Catalyst prediction with 721,799 reactions and 888 catalyst types from USPTO. Predict which catalyst facilitates the given reaction. (1) Reactant: [Br:1][C:2]1[CH:8]=[CH:7][C:5]([NH2:6])=[CH:4][CH:3]=1.[Br:9][CH2:10][C:11](Br)=[O:12]. Product: [Br:9][CH2:10][C:11]([NH:6][C:5]1[CH:7]=[CH:8][C:2]([Br:1])=[CH:3][CH:4]=1)=[O:12]. The catalyst class is: 2. (2) Reactant: [C:1]([C:3]1[CH:8]=[CH:7][C:6]([NH:9][C:10]2[CH:15]=[C:14]([O:16][C:17]3[C:26]4[C:21](=[CH:22][CH:23]=[CH:24][CH:25]=4)[C:20]([NH:27][C:28](=[O:34])[O:29][C:30]([CH3:33])([CH3:32])[CH3:31])=[CH:19][CH:18]=3)[CH:13]=[CH:12][N:11]=2)=[CH:5][C:4]=1[O:35][CH3:36])#[N:2].[N:37]([Sn](CCCC)(CCCC)CCCC)=[N+:38]=[N-:39]. Product: [CH3:36][O:35][C:4]1[CH:5]=[C:6]([NH:9][C:10]2[CH:15]=[C:14]([O:16][C:17]3[C:26]4[C:21](=[CH:22][CH:23]=[CH:24][CH:25]=4)[C:20]([NH:27][C:28](=[O:34])[O:29][C:30]([CH3:31])([CH3:32])[CH3:33])=[CH:19][CH:18]=3)[CH:13]=[CH:12][N:11]=2)[CH:7]=[CH:8][C:3]=1[C:1]1[N:37]=[N:38][NH:39][N:2]=1. The catalyst class is: 216. (3) Reactant: [C:1]([N:4]1[C:13]2[C:8](=[CH:9][CH:10]=[C:11]([F:14])[CH:12]=2)[C@H:7]([NH:15]C(=O)OCC2C=CC=CC=2)[C@@H:6]([CH3:26])[C@@H:5]1[CH:27]1[CH2:29][CH2:28]1)(=[O:3])[CH3:2].[H][H]. Product: [NH2:15][C@H:7]1[C:8]2[C:13](=[CH:12][C:11]([F:14])=[CH:10][CH:9]=2)[N:4]([C:1](=[O:3])[CH3:2])[C@@H:5]([CH:27]2[CH2:29][CH2:28]2)[C@@H:6]1[CH3:26]. The catalyst class is: 63. (4) Product: [F:1][C:2]1[CH:19]=[C:18]([N+:20]([O-:22])=[O:21])[CH:17]=[CH:16][C:3]=1[O:4][C:5]1[CH:10]=[CH:9][N:8]=[CH:7][C:6]=1/[CH:11]=[CH:12]/[C:13]([N:34]1[CH2:33][CH2:32][CH:31]([NH:30][C:28](=[O:29])[O:27][C:24]([CH3:25])([CH3:23])[CH3:26])[CH2:36][CH2:35]1)=[O:15]. Reactant: [F:1][C:2]1[CH:19]=[C:18]([N+:20]([O-:22])=[O:21])[CH:17]=[CH:16][C:3]=1[O:4][C:5]1[CH:10]=[CH:9][N:8]=[CH:7][C:6]=1/[CH:11]=[CH:12]/[C:13]([OH:15])=O.[CH3:23][C:24]([O:27][C:28]([NH:30][CH:31]1[CH2:36][CH2:35][NH:34][CH2:33][CH2:32]1)=[O:29])([CH3:26])[CH3:25].CCN(C(C)C)C(C)C.CN(C(ON1N=NC2C=CC=CC1=2)=[N+](C)C)C.[B-](F)(F)(F)F. The catalyst class is: 31. (5) Reactant: [N+:1]([C:4]1[CH:5]=[C:6]([CH:9]=[CH:10][CH:11]=1)[CH2:7][NH2:8])([O-])=O.[F:12][C:13]([F:24])([F:23])[C:14](O[C:14](=[O:15])[C:13]([F:24])([F:23])[F:12])=[O:15]. Product: [F:12][C:13]([F:24])([F:23])[C:14]([NH:8][CH2:7][C:6]1[CH:5]=[C:4]([CH:11]=[CH:10][CH:9]=1)[NH2:1])=[O:15]. The catalyst class is: 19. (6) Reactant: [OH:1][C:2]1[CH:11]=[C:10]2[C:5]([CH:6]=[CH:7][C:8]([C:12]([OH:14])=[O:13])=[CH:9]2)=[CH:4][CH:3]=1.C(=O)([O-])[O-].[K+].[K+].[CH2:21](Br)[C:22]1[CH:27]=[CH:26][CH:25]=[CH:24][CH:23]=1.O. Product: [CH2:21]([O:1][C:2]1[CH:11]=[C:10]2[C:5]([CH:6]=[CH:7][C:8]([C:12]([O:14][CH2:6][C:5]3[CH:10]=[CH:11][CH:2]=[CH:3][CH:4]=3)=[O:13])=[CH:9]2)=[CH:4][CH:3]=1)[C:22]1[CH:27]=[CH:26][CH:25]=[CH:24][CH:23]=1. The catalyst class is: 9. (7) Reactant: [Cl:1][C:2]1[N:7]=[C:6]([N:8]2[C@@H:12]3[CH2:13][CH2:14][CH2:15][CH2:16][C@@H:11]3[N:10]([C:17]([O:19][C:20]([CH3:23])([CH3:22])[CH3:21])=[O:18])[CH2:9]2)[C:5]([F:24])=[CH:4][C:3]=1[C:25]([O:27]C(C)C)=[O:26].CO.[OH-].[Li+].Cl. Product: [C:20]([O:19][C:17]([N:10]1[C@H:11]2[CH2:16][CH2:15][CH2:14][CH2:13][C@H:12]2[N:8]([C:6]2[C:5]([F:24])=[CH:4][C:3]([C:25]([OH:27])=[O:26])=[C:2]([Cl:1])[N:7]=2)[CH2:9]1)=[O:18])([CH3:23])([CH3:21])[CH3:22]. The catalyst class is: 387.